This data is from Forward reaction prediction with 1.9M reactions from USPTO patents (1976-2016). The task is: Predict the product of the given reaction. Given the reactants N=[C:2]1[C:6]2([CH2:9][CH2:8][CH2:7]2)[N:5]([C:10]2[CH:15]=[CH:14][C:13]([CH3:16])=[CH:12][CH:11]=2)[C:4](=[S:17])[N:3]1[C:18]1[CH:25]=[CH:24][C:21]([C:22]#[N:23])=[C:20]([C:26]([F:29])([F:28])[F:27])[CH:19]=1.C[OH:31].O, predict the reaction product. The product is: [O:31]=[C:2]1[C:6]2([CH2:9][CH2:8][CH2:7]2)[N:5]([C:10]2[CH:15]=[CH:14][C:13]([CH3:16])=[CH:12][CH:11]=2)[C:4](=[S:17])[N:3]1[C:18]1[CH:25]=[CH:24][C:21]([C:22]#[N:23])=[C:20]([C:26]([F:29])([F:28])[F:27])[CH:19]=1.